The task is: Predict the product of the given reaction.. This data is from Forward reaction prediction with 1.9M reactions from USPTO patents (1976-2016). (1) Given the reactants [N+:1]([C:4]1[CH:9]=[CH:8][C:7]([SH:10])=[CH:6][CH:5]=1)([O-:3])=[O:2].[OH-].[Na+].Br[CH2:14][CH2:15][OH:16], predict the reaction product. The product is: [N+:1]([C:4]1[CH:9]=[CH:8][C:7]([S:10][CH2:14][CH2:15][OH:16])=[CH:6][CH:5]=1)([O-:3])=[O:2]. (2) Given the reactants [CH2:1]([N:8]1[C:16]2[C:11](=[CH:12][C:13]([C:17]([OH:26])([C:22]([F:25])([F:24])[F:23])[C:18]([F:21])([F:20])[F:19])=[CH:14][CH:15]=2)[CH:10]=[C:9]1[CH3:27])[C:2]1[CH:7]=[CH:6][CH:5]=[CH:4][CH:3]=1.C1C(=O)N([Cl:35])C(=O)C1.[NH4+].[Cl-].CCOCC, predict the reaction product. The product is: [CH2:1]([N:8]1[C:16]2[C:11](=[CH:12][C:13]([C:17]([OH:26])([C:18]([F:19])([F:20])[F:21])[C:22]([F:25])([F:23])[F:24])=[CH:14][CH:15]=2)[C:10]([Cl:35])=[C:9]1[CH3:27])[C:2]1[CH:3]=[CH:4][CH:5]=[CH:6][CH:7]=1. (3) Given the reactants [C:1]([C:5]1[N:10]=[C:9]([NH:11][C:12]2[CH:17]=[C:16]([Cl:18])[N:15]=[N:14][C:13]=2[C:19]([O:21]C)=O)[CH:8]=[CH:7][CH:6]=1)([CH3:4])([CH3:3])[CH3:2].CO.[NH3:25], predict the reaction product. The product is: [C:1]([C:5]1[N:10]=[C:9]([NH:11][C:12]2[CH:17]=[C:16]([Cl:18])[N:15]=[N:14][C:13]=2[C:19]([NH2:25])=[O:21])[CH:8]=[CH:7][CH:6]=1)([CH3:2])([CH3:3])[CH3:4]. (4) Given the reactants C(=O)([O-])[O-].[K+].[K+].[CH3:7][O:8][CH2:9][N:10]=[C:11]=[S:12].[C:13]([C:15]1[CH:20]=[CH:19][C:18]([O:21][C:22]2[CH:26]=[C:25]([CH3:27])[NH:24][N:23]=2)=[C:17]([C:28]([F:31])([F:30])[F:29])[CH:16]=1)#[N:14].Cl, predict the reaction product. The product is: [CH3:7][O:8][CH2:9][NH:10][C:11]([N:24]1[C:25]([CH3:27])=[CH:26][C:22]([O:21][C:18]2[CH:19]=[CH:20][C:15]([C:13]#[N:14])=[CH:16][C:17]=2[C:28]([F:29])([F:30])[F:31])=[N:23]1)=[S:12]. (5) Given the reactants [CH3:1][O:2][C:3]1[N:8]=[C:7]([C:9]([NH:11][NH:12]C(OCC2C=CC=CC=2)=O)=[O:10])[CH:6]=[CH:5][C:4]=1[N:23]1[CH:27]=[C:26]([CH3:28])[N:25]=[CH:24]1, predict the reaction product. The product is: [CH3:1][O:2][C:3]1[N:8]=[C:7]([C:9]([NH:11][NH2:12])=[O:10])[CH:6]=[CH:5][C:4]=1[N:23]1[CH:27]=[C:26]([CH3:28])[N:25]=[CH:24]1. (6) Given the reactants [CH:1]1([CH2:5][CH2:6][CH2:7][C@@H:8]([C:17]2[O:18][CH:19]=[C:20]([C:22]([N:24]([CH3:26])[CH3:25])=[O:23])[N:21]=2)[CH2:9][C:10]([O:12]C(C)(C)C)=[O:11])[CH2:4][CH2:3][CH2:2]1.FC(F)(F)C(O)=O, predict the reaction product. The product is: [CH:1]1([CH2:5][CH2:6][CH2:7][C@@H:8]([C:17]2[O:18][CH:19]=[C:20]([C:22]([N:24]([CH3:26])[CH3:25])=[O:23])[N:21]=2)[CH2:9][C:10]([OH:12])=[O:11])[CH2:4][CH2:3][CH2:2]1. (7) The product is: [Cl:1][C:2]1[CH:32]=[CH:31][C:5]([O:6][C:7]2[CH:30]=[CH:29][C:10]([CH2:11][CH2:12][C:13]3[N:14]([CH3:37])[CH:15]=[C:16]([CH2:20][C:21]4[CH:26]=[N:25][C:24]([O:27][CH3:28])=[N:23][CH:22]=4)[C:17](=[O:19])[N:18]=3)=[CH:9][CH:8]=2)=[CH:4][C:3]=1[C:33]([F:34])([F:35])[F:36]. Given the reactants [Cl:1][C:2]1[CH:32]=[CH:31][C:5]([O:6][C:7]2[CH:30]=[CH:29][C:10]([CH2:11][CH2:12][C:13]3[NH:14][CH:15]=[C:16]([CH2:20][C:21]4[CH:22]=[N:23][C:24]([O:27][CH3:28])=[N:25][CH:26]=4)[C:17](=[O:19])[N:18]=3)=[CH:9][CH:8]=2)=[CH:4][C:3]=1[C:33]([F:36])([F:35])[F:34].[CH3:37]CN(C(C)C)C(C)C.CI, predict the reaction product. (8) Given the reactants [C:1]1([CH2:7][CH2:8][CH2:9][C@H:10]([C@@H:14]([N:16]([CH:24]=[O:25])[O:17][CH:18]2[CH2:23][CH2:22][CH2:21][CH2:20][O:19]2)[CH3:15])[C:11]([OH:13])=O)[CH:6]=[CH:5][CH:4]=[CH:3][CH:2]=1.CN([P+](ON1N=NC2C=CC=CC1=2)(N(C)C)N(C)C)C.F[P-](F)(F)(F)(F)F.C1C=CC2N(O)N=NC=2C=1.CN1CCOCC1.[CH3:70][NH:71][C:72](=[O:79])[C@@H:73]([NH2:78])[C:74]([CH3:77])([CH3:76])[CH3:75], predict the reaction product. The product is: [CH3:75][C:74]([CH3:77])([CH3:76])[C@H:73]([NH:78][C:11](=[O:13])[C@H:10]([CH2:9][CH2:8][CH2:7][C:1]1[CH:2]=[CH:3][CH:4]=[CH:5][CH:6]=1)[C@@H:14]([N:16]([CH:24]=[O:25])[O:17][CH:18]1[CH2:23][CH2:22][CH2:21][CH2:20][O:19]1)[CH3:15])[C:72](=[O:79])[NH:71][CH3:70]. (9) Given the reactants [OH:1][C@@:2]([C:29]1[O:30][C:31]([CH3:34])=[CH:32][N:33]=1)([CH3:28])[C:3]#[C:4][C:5]1[CH:6]=[C:7]([C:11]2[N:20]=[C:19]([C:21]([O:23]CC)=O)[C:18]3[C:13](=[CH:14][C:15]([O:26][CH3:27])=[CH:16][CH:17]=3)[N:12]=2)[CH:8]=[CH:9][CH:10]=1.[NH3:35], predict the reaction product. The product is: [OH:1][C@@:2]([C:29]1[O:30][C:31]([CH3:34])=[CH:32][N:33]=1)([CH3:28])[C:3]#[C:4][C:5]1[CH:6]=[C:7]([C:11]2[N:20]=[C:19]([C:21]([NH2:35])=[O:23])[C:18]3[C:13](=[CH:14][C:15]([O:26][CH3:27])=[CH:16][CH:17]=3)[N:12]=2)[CH:8]=[CH:9][CH:10]=1. (10) Given the reactants [H-].[Na+].[NH:3]1[CH:7]=[CH:6][N:5]=[CH:4]1.Cl[CH2:9][C:10]([N:12]([O:14][CH3:15])[CH3:13])=[O:11], predict the reaction product. The product is: [N:3]1([CH2:9][C:10]([N:12]([O:14][CH3:15])[CH3:13])=[O:11])[CH:7]=[CH:6][N:5]=[CH:4]1.